This data is from Reaction yield outcomes from USPTO patents with 853,638 reactions. The task is: Predict the reaction yield, written as a fraction of the theoretical maximum amount of product (1.0 means a 100% yield; for example, 0.34 means a 34% yield). The yield is 1.00. The reactants are C(OC([NH:8][C:9]1[C:17]2[C:12](=[CH:13][CH:14]=[CH:15][CH:16]=2)[N:11]([CH2:18][C:19]([O:21][CH2:22][CH3:23])=[O:20])[CH:10]=1)=O)(C)(C)C.[ClH:24].O1CCOCC1. The catalyst is C(Cl)Cl. The product is [ClH:24].[NH2:8][C:9]1[C:17]2[C:12](=[CH:13][CH:14]=[CH:15][CH:16]=2)[N:11]([CH2:18][C:19]([O:21][CH2:22][CH3:23])=[O:20])[CH:10]=1.